This data is from Catalyst prediction with 721,799 reactions and 888 catalyst types from USPTO. The task is: Predict which catalyst facilitates the given reaction. (1) Reactant: [C:1](=[O:4])([OH:3])[NH2:2].FC(F)(F)S([C:10]1([OH:30])[C:23]2[O:24][C@@H:20]3[C@@:21]45[CH2:25][CH2:26][N:27]([CH3:28])[C@@H:15]([C@@H:16]4[CH:17]=[CH:18][C@@H:19]3[OH:29])[CH2:14][C:13]([C:22]5=2)=[CH:12][CH2:11]1)(=O)=O.C(N(CC)CC)C.B.OC(C(O)(C)C)(C)C. Product: [C:1](=[O:3])([OH:4])[NH2:2].[CH:12]1[C:13]2[CH2:14][C@H:15]3[N:27]([CH2:26][CH2:25][C@@:21]45[C@H:16]3[CH:17]=[CH:18][C@H:19]([OH:29])[C@@H:20]4[O:24][C:23]([C:22]=25)=[C:10]([OH:30])[CH:11]=1)[CH3:28]. The catalyst class is: 26. (2) Reactant: [F:8][C:7]([F:10])([F:9])[C:6](O[C:6](=[O:11])[C:7]([F:10])([F:9])[F:8])=[O:11].[Si:14]([O:21][CH2:22][C@@H:23]1[C@@H:27]([C:28]2[CH:33]=[CH:32][CH:31]=[CH:30][CH:29]=2)[CH2:26][NH:25][CH2:24]1)([C:17]([CH3:20])([CH3:19])[CH3:18])([CH3:16])[CH3:15].C([C@H]1COC(=O)N1C(=O)/C=C/C1C=CC=CC=1)C1C=CC=CC=1. Product: [Si:14]([O:21][CH2:22][C@@H:23]1[C@@H:27]([C:28]2[CH:33]=[CH:32][CH:31]=[CH:30][CH:29]=2)[CH2:26][N:25]([C:6](=[O:11])[C:7]([F:8])([F:9])[F:10])[CH2:24]1)([C:17]([CH3:20])([CH3:19])[CH3:18])([CH3:16])[CH3:15]. The catalyst class is: 236. (3) The catalyst class is: 728. Product: [Br:1][C:2]1[C:3]2[O:11][CH:23]([CH2:22][OH:25])[CH2:24][C:4]=2[CH:5]=[C:6]([CH:8]([CH3:9])[CH3:10])[CH:7]=1. Reactant: [Br:1][C:2]1[CH:7]=[C:6]([CH:8]([CH3:10])[CH3:9])[CH:5]=[CH:4][C:3]=1[OH:11].C(=O)([O-])[O-].[K+].[K+].C(Br)C=C.[CH2:22]([O:25]CC=C)[CH:23]=[CH2:24].C(C1C=C(C(C)C)C=C(Br)C=1O)C=C.ClC1C=C(C=CC=1)C(OO)=O. (4) Reactant: [C:1]1([C:7]2[O:8][C:9]([C:15]([F:18])([F:17])[F:16])=[C:10]([C:12]([OH:14])=O)[N:11]=2)[CH:6]=[CH:5][CH:4]=[CH:3][CH:2]=1.[CH3:19][O:20][CH2:21][CH2:22][O:23][CH2:24][CH2:25][N:26]1[C:34]2[C:29](=[CH:30][C:31]([N+:35]([O-])=O)=[CH:32][CH:33]=2)[C:28](=[O:38])[NH:27]1.C(N1C2C(=CC(NC(C3C(C)=NN(C4C=CC=CC=4)N=3)=O)=CC=2)C(=O)N1)C. Product: [CH3:19][O:20][CH2:21][CH2:22][O:23][CH2:24][CH2:25][N:26]1[C:34]2[C:29](=[CH:30][C:31]([NH:35][C:12]([C:10]3[N:11]=[C:7]([C:1]4[CH:2]=[CH:3][CH:4]=[CH:5][CH:6]=4)[O:8][C:9]=3[C:15]([F:18])([F:17])[F:16])=[O:14])=[CH:32][CH:33]=2)[C:28](=[O:38])[NH:27]1. The catalyst class is: 25.